Predict the reaction yield, written as a fraction of the theoretical maximum amount of product (1.0 means a 100% yield; for example, 0.34 means a 34% yield). From a dataset of Reaction yield outcomes from USPTO patents with 853,638 reactions. The reactants are [OH:1][CH2:2][CH2:3][CH2:4][CH2:5][CH2:6][CH2:7][O:8][C:9]1[CH:16]=[CH:15][C:12]([CH:13]=O)=[CH:11][C:10]=1[O:17][CH3:18].[O:19]1[C:23]2[CH:24]=[CH:25][C:26]([CH2:28][C:29]#[N:30])=[CH:27][C:22]=2[O:21][CH2:20]1. No catalyst specified. The product is [O:19]1[C:23]2[CH:24]=[CH:25][C:26](/[C:28](=[CH:13]/[C:12]3[CH:15]=[CH:16][C:9]([O:8][CH2:7][CH2:6][CH2:5][CH2:4][CH2:3][CH2:2][OH:1])=[C:10]([O:17][CH3:18])[CH:11]=3)/[C:29]#[N:30])=[CH:27][C:22]=2[O:21][CH2:20]1. The yield is 0.850.